From a dataset of Catalyst prediction with 721,799 reactions and 888 catalyst types from USPTO. Predict which catalyst facilitates the given reaction. (1) Reactant: [Br:1]N1C(=O)CCC1=O.[CH2:9]([N:13]1[CH:17]([CH:18]([Br:20])[Br:19])[CH:16]=[C:15]([CH2:21][CH2:22][CH2:23][CH2:24][CH2:25][CH3:26])[C:14]1=[O:27])[CH2:10][CH2:11][CH3:12].C(OOC(=O)C1C=CC=CC=1)(=O)C1C=CC=CC=1. Product: [Br:1][CH:21]([C:15]1[C:14](=[O:27])[N:13]([CH2:9][CH2:10][CH2:11][CH3:12])[C:17](=[C:18]([Br:19])[Br:20])[CH:16]=1)[CH2:22][CH2:23][CH2:24][CH2:25][CH3:26]. The catalyst class is: 53. (2) Reactant: Cl[CH2:2][C:3]([N:5]1[CH2:10][CH2:9][N:8]([C:11]2[CH:16]=[CH:15][C:14]([Cl:17])=[C:13]([O:18][CH3:19])[CH:12]=2)[CH2:7][CH2:6]1)=[O:4].[CH3:20][O:21][C:22]1[CH:31]=[CH:30][C:25]2[NH:26][C:27](=[O:29])[O:28][C:24]=2[CH:23]=1.C([O-])([O-])=O.[K+].[K+]. Product: [CH3:20][O:21][C:22]1[CH:31]=[CH:30][C:25]2[N:26]([CH2:2][C:3]([N:5]3[CH2:10][CH2:9][N:8]([C:11]4[CH:16]=[CH:15][C:14]([Cl:17])=[C:13]([O:18][CH3:19])[CH:12]=4)[CH2:7][CH2:6]3)=[O:4])[C:27](=[O:29])[O:28][C:24]=2[CH:23]=1. The catalyst class is: 37. (3) Reactant: B.CSC.CB1N2CCC[C@@H]2C(C2C=CC=CC=2)(C2C=CC=CC=2)O1.[CH3:26][C:27]1([CH3:48])[O:32][C:31]2[CH:33]=[CH:34][C:35]([C:37](=[O:47])[CH2:38][NH:39][C:40](=[O:46])[O:41][C:42]([CH3:45])([CH3:44])[CH3:43])=[CH:36][C:30]=2[CH2:29][O:28]1.Cl. Product: [CH3:26][C:27]1([CH3:48])[O:32][C:31]2[CH:33]=[CH:34][C:35]([C@@H:37]([OH:47])[CH2:38][NH:39][C:40](=[O:46])[O:41][C:42]([CH3:44])([CH3:43])[CH3:45])=[CH:36][C:30]=2[CH2:29][O:28]1. The catalyst class is: 182.